This data is from Forward reaction prediction with 1.9M reactions from USPTO patents (1976-2016). The task is: Predict the product of the given reaction. (1) Given the reactants [C:1]1([C:7]([C:13]2[CH:18]=[CH:17][CH:16]=[CH:15][CH:14]=2)([CH2:11][CH3:12])[C:8](O)=[O:9])[CH:6]=[CH:5][CH:4]=[CH:3][CH:2]=1.[NH2:19][CH2:20][CH2:21][CH2:22][N:23]1[CH2:28][CH2:27][CH:26]([C:29]2[CH:30]=[C:31]([NH:35][C:36]([CH:38]3[CH2:40][CH2:39]3)=[O:37])[CH:32]=[CH:33][CH:34]=2)[CH2:25][CH2:24]1, predict the reaction product. The product is: [C:13]1([C:7]([C:1]2[CH:2]=[CH:3][CH:4]=[CH:5][CH:6]=2)([CH2:11][CH3:12])[C:8]([NH:19][CH2:20][CH2:21][CH2:22][N:23]2[CH2:28][CH2:27][CH:26]([C:29]3[CH:30]=[C:31]([NH:35][C:36]([CH:38]4[CH2:40][CH2:39]4)=[O:37])[CH:32]=[CH:33][CH:34]=3)[CH2:25][CH2:24]2)=[O:9])[CH:14]=[CH:15][CH:16]=[CH:17][CH:18]=1. (2) Given the reactants [C:1]1(=O)[CH2:7][CH2:6][CH2:5][CH2:4][CH2:3][CH2:2]1.[Br:9][C:10]1[CH:15]=[CH:14][C:13]([C:16]([C:18]2[CH:23]=[CH:22][C:21]([OH:24])=[CH:20][CH:19]=2)=O)=[C:12]([F:25])[CH:11]=1.O.C([O-])([O-])=O.[K+].[K+], predict the reaction product. The product is: [Br:9][C:10]1[CH:15]=[CH:14][C:13]([C:16](=[C:1]2[CH2:7][CH2:6][CH2:5][CH2:4][CH2:3][CH2:2]2)[C:18]2[CH:23]=[CH:22][C:21]([OH:24])=[CH:20][CH:19]=2)=[C:12]([F:25])[CH:11]=1. (3) Given the reactants Br[C:2]1[C:10]2[C:5](=[N:6][C:7]([CH3:22])=[CH:8][C:9]=2[NH:11][S:12]([C:15]2[CH:20]=[CH:19][CH:18]=[C:17]([Cl:21])[CH:16]=2)(=[O:14])=[O:13])[S:4][C:3]=1[CH3:23].CC1(C)C(C)(C)OB([CH2:32][C:33]2[CH:38]=[CH:37][CH:36]=[CH:35][CH:34]=2)O1.C(=O)([O-])[O-].[K+].[K+].C(OCC)(=O)C, predict the reaction product. The product is: [Cl:21][C:17]1[CH:16]=[C:15]([S:12]([NH:11][C:9]2[CH:8]=[C:7]([CH3:22])[N:6]=[C:5]3[S:4][C:3]([CH3:23])=[C:2]([CH2:32][C:33]4[CH:38]=[CH:37][CH:36]=[CH:35][CH:34]=4)[C:10]=23)(=[O:14])=[O:13])[CH:20]=[CH:19][CH:18]=1. (4) Given the reactants [NH:1]1[C:5]2[CH:6]=[CH:7][CH:8]=[C:9]([N:10]3[C:14]4=[N:15][CH:16]=[N:17][C:18]([NH:19]/[N:20]=[CH:21]/[C:22]5[CH:30]=[CH:29][C:25]([C:26](O)=[O:27])=[CH:24][CH:23]=5)=[C:13]4[CH:12]=[N:11]3)[C:4]=2[N:3]=[CH:2]1.[CH3:31][N:32]([CH3:37])[CH2:33][CH2:34][CH2:35][NH2:36].C(P(=O)(OCC)OCC)#N.C(N(CC)CC)C, predict the reaction product. The product is: [NH:1]1[C:5]2[CH:6]=[CH:7][CH:8]=[C:9]([N:10]3[C:14]4=[N:15][CH:16]=[N:17][C:18]([NH:19]/[N:20]=[CH:21]/[C:22]5[CH:23]=[CH:24][C:25]([C:26]([NH:36][CH2:35][CH2:34][CH2:33][N:32]([CH3:37])[CH3:31])=[O:27])=[CH:29][CH:30]=5)=[C:13]4[CH:12]=[N:11]3)[C:4]=2[N:3]=[CH:2]1. (5) Given the reactants CC1(C)[O:6][C:5](=[CH:7][C:8]([N:10]([CH2:13][C:14]2[CH:19]=[CH:18][C:17]([F:20])=[CH:16][CH:15]=2)[O:11][CH3:12])=[O:9])[C:4](=[O:21])O1.[CH2:23]([O:25][C:26]1[CH:38]=[CH:37][C:29]2[N:30]=[C:31]([S:33]([NH2:36])(=[O:35])=[O:34])[S:32][C:28]=2[CH:27]=1)[CH3:24], predict the reaction product. The product is: [F:20][C:17]1[CH:16]=[CH:15][C:14]([CH2:13][N:10]([O:11][CH3:12])[C:8](=[O:9])[CH:7]=[C:5]([OH:6])[C:4]([NH:36][S:33]([C:31]2[S:32][C:28]3[CH:27]=[C:26]([O:25][CH2:23][CH3:24])[CH:38]=[CH:37][C:29]=3[N:30]=2)(=[O:34])=[O:35])=[O:21])=[CH:19][CH:18]=1. (6) Given the reactants [Cl:1][C:2]1[N:3]=[C:4]([N:22]2[CH2:27][CH2:26][O:25][CH2:24][CH2:23]2)[C:5]2[S:10][C:9]([C:11]3[CH:12]=[C:13]([C:17]([O:19]CC)=[O:18])[CH:14]=[N:15][CH:16]=3)=[CH:8][C:6]=2[N:7]=1.O.[OH-].[Li+], predict the reaction product. The product is: [Cl:1][C:2]1[N:3]=[C:4]([N:22]2[CH2:23][CH2:24][O:25][CH2:26][CH2:27]2)[C:5]2[S:10][C:9]([C:11]3[CH:12]=[C:13]([C:17]([OH:19])=[O:18])[CH:14]=[N:15][CH:16]=3)=[CH:8][C:6]=2[N:7]=1. (7) Given the reactants [S:1]1[CH2:6][C:5](=[O:7])[NH:4][C:3]2[CH:8]=[N:9][CH:10]=[CH:11][C:2]1=2.C([O-])([O-])=O.[Cs+].[Cs+].[Cl:18][CH2:19][CH2:20][CH2:21]I, predict the reaction product. The product is: [Cl:18][CH2:19][CH2:20][CH2:21][N:4]1[C:5](=[O:7])[CH2:6][S:1][C:2]2[CH:11]=[CH:10][N:9]=[CH:8][C:3]1=2. (8) Given the reactants [O:1]1[C:6]([C:7]2[CH:12]=[CH:11][N:10]=[CH:9][C:8]=2[NH2:13])=[CH:5][CH2:4][CH2:3][CH2:2]1, predict the reaction product. The product is: [O:1]1[CH2:2][CH2:3][CH2:4][CH2:5][CH:6]1[C:7]1[CH:12]=[CH:11][N:10]=[CH:9][C:8]=1[NH2:13]. (9) Given the reactants [F:1][C:2]1[CH:7]=[CH:6][C:5]([C:8]2[CH:13]=[CH:12][C:11]([O:14][CH2:15][CH2:16][C:17]3[N:18]=[C:19]([S:22][C:23]([CH3:32])([CH3:31])[C:24]([O:26][C:27]([CH3:30])([CH3:29])[CH3:28])=[O:25])[S:20][CH:21]=3)=[C:10]([C:33]([OH:35])=O)[CH:9]=2)=[CH:4][CH:3]=1.[NH:36]1[CH2:41][CH2:40][O:39][CH2:38][CH2:37]1.CN(C)CCCN=C=NCC.ON1C2C=CC=CC=2N=N1, predict the reaction product. The product is: [C:27]([O:26][C:24](=[O:25])[C:23]([S:22][C:19]1[S:20][CH:21]=[C:17]([CH2:16][CH2:15][O:14][C:11]2[CH:12]=[CH:13][C:8]([C:5]3[CH:6]=[CH:7][C:2]([F:1])=[CH:3][CH:4]=3)=[CH:9][C:10]=2[C:33]([N:36]2[CH2:41][CH2:40][O:39][CH2:38][CH2:37]2)=[O:35])[N:18]=1)([CH3:31])[CH3:32])([CH3:28])([CH3:30])[CH3:29]. (10) Given the reactants C([Li])CCC.Br[C:7]1[CH:16]=[C:15]2[C:10]([CH:11]=[CH:12][C:13]([CH3:17])=[N:14]2)=[CH:9][C:8]=1[O:18][CH3:19].[B:20](OC(C)C)([O:25]C(C)C)[O:21]C(C)C.B(O)O.COC1C=C2C(=CC=1)N=C(C)C=C2, predict the reaction product. The product is: [CH3:19][O:18][C:8]1[CH:9]=[C:10]2[C:15](=[CH:16][C:7]=1[B:20]([OH:25])[OH:21])[N:14]=[C:13]([CH3:17])[CH:12]=[CH:11]2.